From a dataset of Reaction yield outcomes from USPTO patents with 853,638 reactions. Predict the reaction yield, written as a fraction of the theoretical maximum amount of product (1.0 means a 100% yield; for example, 0.34 means a 34% yield). (1) The reactants are F[C:2](F)=O.B(F)(F)F.CCO[CH2:12][CH3:13].[C:14]1([CH3:20])[CH:19]=[CH:18][CH:17]=[CH:16][CH:15]=1. The catalyst is C1COCC1. The product is [CH2:18]1[C:19]2[C:14](=[CH:20][CH:2]=[CH:12][CH:13]=2)[CH:15]=[CH:16][CH2:17]1. The yield is 0.850. (2) The reactants are [CH2:1]([N:8]1[CH2:31][CH:30]([C:32]2[NH:33][CH:34]=[CH:35][N:36]=2)[O:29][C:10]2([CH2:15][CH2:14][N:13]([C:16]([C:18]3[CH:23]=[CH:22][C:21]([O:24][CH:25]([CH3:27])[CH3:26])=[C:20]([CH3:28])[CH:19]=3)=[O:17])[CH2:12][CH2:11]2)[CH2:9]1)[C:2]1[CH:7]=[CH:6][CH:5]=[CH:4][CH:3]=1.[CH3:37]N(C=O)C.[H-].[Na+].CI. The catalyst is C1COCC1. The product is [CH2:1]([N:8]1[CH2:31][CH:30]([C:32]2[N:36]([CH3:37])[CH:35]=[CH:34][N:33]=2)[O:29][C:10]2([CH2:15][CH2:14][N:13]([C:16]([C:18]3[CH:23]=[CH:22][C:21]([O:24][CH:25]([CH3:26])[CH3:27])=[C:20]([CH3:28])[CH:19]=3)=[O:17])[CH2:12][CH2:11]2)[CH2:9]1)[C:2]1[CH:7]=[CH:6][CH:5]=[CH:4][CH:3]=1. The yield is 0.860.